Task: Predict the product of the given reaction.. Dataset: Forward reaction prediction with 1.9M reactions from USPTO patents (1976-2016) (1) Given the reactants [F:1][C:2]([F:25])([F:24])[CH2:3][N:4]1[C:8]([C:9]2[N:18]=[C:17]3[N:11]([CH2:12][CH2:13][O:14][C:15]4[CH:22]=[C:21]([OH:23])[CH:20]=[CH:19][C:16]=43)[CH:10]=2)=[N:7][CH:6]=[N:5]1.COC(=O)C(O)C(C)C.[CH2:35]([O:37][C:38](=[O:43])[C:39](O)([CH3:41])[CH3:40])[CH3:36].CO, predict the reaction product. The product is: [CH2:35]([O:37][C:38](=[O:43])[C:39]([CH3:41])([O:23][C:21]1[CH:20]=[CH:19][C:16]2[C:17]3[N:11]([CH2:12][CH2:13][O:14][C:15]=2[CH:22]=1)[CH:10]=[C:9]([C:8]1[N:4]([CH2:3][C:2]([F:24])([F:1])[F:25])[N:5]=[CH:6][N:7]=1)[N:18]=3)[CH3:40])[CH3:36]. (2) Given the reactants [N-:1]=[N+:2]=[N-:3].[Na+].[CH3:5][O:6][C:7](=[O:22])[C:8]([C@H:11]1[CH2:16][CH2:15][C@@H:14](OS(C)(=O)=O)[CH2:13][CH2:12]1)([CH3:10])[CH3:9], predict the reaction product. The product is: [CH3:5][O:6][C:7](=[O:22])[C:8]([C@H:11]1[CH2:12][CH2:13][C@H:14]([N:1]=[N+:2]=[N-:3])[CH2:15][CH2:16]1)([CH3:10])[CH3:9].